The task is: Predict which catalyst facilitates the given reaction.. This data is from Catalyst prediction with 721,799 reactions and 888 catalyst types from USPTO. (1) Reactant: C([O:8][C:9]1[N:24]=[C:23]([C:25]2[NH:26][C:27]3[C:32]([CH:33]=2)=[CH:31][CH:30]=[C:29]([O:34][CH3:35])[CH:28]=3)[C:22]([CH2:36][CH3:37])=[C:21]([O:38]CC2C=CC=CC=2)[C:10]=1[C:11]([O:13]CC1C=CC=CC=1)=[O:12])C1C=CC=CC=1. Product: [CH2:36]([C:22]1[C:21]([OH:38])=[C:10]([C:11]([OH:13])=[O:12])[C:9](=[O:8])[NH:24][C:23]=1[C:25]1[NH:26][C:27]2[C:32]([CH:33]=1)=[CH:31][CH:30]=[C:29]([O:34][CH3:35])[CH:28]=2)[CH3:37]. The catalyst class is: 381. (2) Reactant: [F:1][C:2]1[CH:7]=[CH:6][C:5]([C:8]2[N:9]=[C:10]([CH:20]([CH3:22])[CH3:21])[NH:11][C:12]=2[C:13]2[CH:18]=[CH:17][CH:16]=[C:15]([CH3:19])[N:14]=2)=[CH:4][C:3]=1[C:23]1[N:24](C(OC(C)(C)C)=O)[CH:25]=[CH:26][CH:27]=1.C[O-].[Na+].CO. Product: [F:1][C:2]1[CH:7]=[CH:6][C:5]([C:8]2[N:9]=[C:10]([CH:20]([CH3:22])[CH3:21])[NH:11][C:12]=2[C:13]2[CH:18]=[CH:17][CH:16]=[C:15]([CH3:19])[N:14]=2)=[CH:4][C:3]=1[C:23]1[NH:24][CH:25]=[CH:26][CH:27]=1. The catalyst class is: 7.